From a dataset of Forward reaction prediction with 1.9M reactions from USPTO patents (1976-2016). Predict the product of the given reaction. (1) Given the reactants [CH3:1][CH:2]([CH3:11])[CH2:3][CH2:4][CH2:5][CH2:6][CH2:7][CH2:8][CH2:9][OH:10].[OH:12][C:13]1[CH:18]=[CH:17][C:16]([CH2:19][CH2:20][C:21](O)=[O:22])=[CH:15][C:14]=1[O:24][CH3:25].S([O-])([O-])(=O)=O.[Mg+2], predict the reaction product. The product is: [OH:12][C:13]1[CH:18]=[CH:17][C:16]([CH2:19][CH2:20][C:21]([O:10][CH2:9][CH2:8][CH2:7][CH2:6][CH2:5][CH2:4][CH2:3][CH:2]([CH3:11])[CH3:1])=[O:22])=[CH:15][C:14]=1[O:24][CH3:25]. (2) The product is: [ClH:1].[F:8][C:5]([F:6])([F:7])[C:4]([C:10]1[CH:15]=[CH:14][C:13]([N:16]2[CH2:21][CH2:20][N:19]([S:22]([C:25]3[S:26][CH:27]=[CH:28][CH:29]=3)(=[O:23])=[O:24])[CH2:18][C@H:17]2[CH2:30][C:31]2[CH:36]=[CH:35][CH:34]=[C:33]([CH3:37])[CH:32]=2)=[CH:12][CH:11]=1)([OH:9])[C:3]([F:39])([F:38])[F:2]. Given the reactants [ClH:1].[F:2][C:3]([F:39])([F:38])[C:4]([C:10]1[CH:15]=[CH:14][C:13]([N:16]2[CH2:21][CH2:20][N:19]([S:22]([C:25]3[S:26][CH:27]=[CH:28][CH:29]=3)(=[O:24])=[O:23])[CH2:18][C@@H:17]2[CH2:30][C:31]2[CH:36]=[CH:35][CH:34]=[C:33]([CH3:37])[CH:32]=2)=[CH:12][CH:11]=1)([OH:9])[C:5]([F:8])([F:7])[F:6].C1N=C(N)C2N=CN([C@@H]3O[C@H](COP(OP(OC[C@H]4O[C@@H](N5C=C(C(N)=O)CC=C5)[C@H](O)[C@@H]4O)(O)=O)(O)=O)[C@@H](O)[C@H]3OP(O)(O)=O)C=2N=1, predict the reaction product. (3) The product is: [CH3:13][C:14]1[CH:15]=[C:16]([NH:17][CH2:10][CH2:9][C:6]2[CH:5]=[CH:4][C:3]([C:2]([F:1])([F:11])[F:12])=[CH:8][N:7]=2)[CH:18]=[CH:19][C:20]=1[CH3:21]. Given the reactants [F:1][C:2]([F:12])([F:11])[C:3]1[CH:4]=[CH:5][C:6]([CH:9]=[CH2:10])=[N:7][CH:8]=1.[CH3:13][C:14]1[CH:15]=[C:16]([CH:18]=[CH:19][C:20]=1[CH3:21])[NH2:17].O.[OH-].[Cs+], predict the reaction product. (4) Given the reactants [CH:1]1([C:4]2[CH:5]=[CH:6][C:7]([C:15]([OH:17])=O)=[N:8][C:9]=2[O:10][CH2:11][CH:12]2[CH2:14][CH2:13]2)[CH2:3][CH2:2]1.[NH2:18][C@@H:19]([C:23]1[CH:28]=[CH:27][C:26]([F:29])=[CH:25][CH:24]=1)[C:20]([NH2:22])=[O:21], predict the reaction product. The product is: [C:20]([C@@H:19]([NH:18][C:15]([C:7]1[CH:6]=[CH:5][C:4]([CH:1]2[CH2:2][CH2:3]2)=[C:9]([O:10][CH2:11][CH:12]2[CH2:13][CH2:14]2)[N:8]=1)=[O:17])[C:23]1[CH:28]=[CH:27][C:26]([F:29])=[CH:25][CH:24]=1)(=[O:21])[NH2:22]. (5) Given the reactants [CH3:1][O:2][C:3]1[CH:4]=[C:5]2[C:10](=[CH:11][CH:12]=1)[CH:9]=[C:8]([CH:13]([CH3:17])[C:14]([OH:16])=O)[CH:7]=[CH:6]2.C(Cl)(=O)C(Cl)=O.[O:24]=[C:25]1[NH:29][CH:28]([C:30]([OH:32])=[O:31])[CH2:27][S:26]1.C(N(CC)CC)C, predict the reaction product. The product is: [CH3:1][O:2][C:3]1[CH:4]=[C:5]2[C:10](=[CH:11][CH:12]=1)[CH:9]=[C:8]([CH:13]([CH3:17])[C:14]([N:29]1[C@H:28]([C:30]([OH:32])=[O:31])[CH2:27][S:26][C:25]1=[O:24])=[O:16])[CH:7]=[CH:6]2. (6) Given the reactants Cl[C:2]1[N:7]=[C:6]([C:8]2[CH:19]=[CH:18][C:11]([C:12]([NH:14][CH2:15][C:16]#[N:17])=[O:13])=[CH:10][CH:9]=2)[CH:5]=[CH:4][N:3]=1.[C:20]1(N)[CH:25]=[CH:24][CH:23]=[CH:22][C:21]=1[NH2:26].CC[N:30](C(C)C)C(C)C.CS(C)=O, predict the reaction product. The product is: [NH2:30][C:24]1[CH:23]=[CH:22][C:21]([NH:26][C:2]2[N:7]=[C:6]([C:8]3[CH:19]=[CH:18][C:11]([C:12]([NH:14][CH2:15][C:16]#[N:17])=[O:13])=[CH:10][CH:9]=3)[CH:5]=[CH:4][N:3]=2)=[CH:20][CH:25]=1. (7) Given the reactants C([O-])(=O)C.[NH4+].C([O:9][C:10]1[CH:26]=[CH:25][C:13]([C:14]([O:16][CH2:17][CH:18]2[CH2:22][O:21][C:20]([CH3:24])([CH3:23])[O:19]2)=[O:15])=[CH:12][CH:11]=1)(=O)C, predict the reaction product. The product is: [OH:9][C:10]1[CH:11]=[CH:12][C:13]([C:14]([O:16][CH2:17][CH:18]2[CH2:22][O:21][C:20]([CH3:24])([CH3:23])[O:19]2)=[O:15])=[CH:25][CH:26]=1. (8) Given the reactants C1(C[C:8]2[O:12][N:11]=[C:10]([CH2:13][CH2:14][CH2:15]O)[N:9]=2)C=CC=CC=1.[CH2:17]([N:21]1[C:29]2[N:28]=[C:27]([Cl:30])[N:26](CC=C)[C:25]=2[C:24](=[O:34])[NH:23][C:22]1=[O:35])[CH2:18][CH2:19][CH3:20].C1C=CC(P(C2C=CC=CC=2)C2C=CC=CC=2)=CC=1.[CH:74]1[CH:75]=[CH:76][C:71]([CH2:70]OC(/N=N/C(O[CH2:70][C:71]2[CH:76]=[CH:75][CH:74]=[CH:73][CH:72]=2)=O)=O)=[CH:72][CH:73]=1, predict the reaction product. The product is: [CH2:17]([N:21]1[C:29]2[N:28]=[C:27]([Cl:30])[NH:26][C:25]=2[C:24](=[O:34])[N:23]([CH2:15][CH2:14][CH2:13][C:10]2([CH2:70][C:71]3[CH:72]=[CH:73][CH:74]=[CH:75][CH:76]=3)[N:9]=[CH:8][O:12][NH:11]2)[C:22]1=[O:35])[CH2:18][CH2:19][CH3:20]. (9) Given the reactants C([O-])(O)=O.[Na+].[CH3:6][N:7]([CH3:22])[C:8]1[CH:17]=[CH:16][CH:15]=[C:14]2[C:9]=1[CH:10]=[CH:11][CH:12]=[C:13]2[S:18](Cl)(=[O:20])=[O:19].[NH2:23][CH2:24][CH2:25][CH2:26][CH2:27][CH2:28][CH2:29][CH2:30][CH2:31][CH2:32][CH2:33][CH2:34][C:35]([OH:37])=[O:36].C(N(CC)CC)C, predict the reaction product. The product is: [CH3:6][N:7]([CH3:22])[C:8]1[CH:17]=[CH:16][CH:15]=[C:14]2[C:9]=1[CH:10]=[CH:11][CH:12]=[C:13]2[S:18]([NH:23][CH2:24][CH2:25][CH2:26][CH2:27][CH2:28][CH2:29][CH2:30][CH2:31][CH2:32][CH2:33][CH2:34][C:35]([OH:37])=[O:36])(=[O:20])=[O:19].